From a dataset of Forward reaction prediction with 1.9M reactions from USPTO patents (1976-2016). Predict the product of the given reaction. Given the reactants S(Cl)(Cl)=O.[CH3:5][C:6]([CH3:12])([CH3:11])[CH2:7][C:8](O)=[O:9].[F:13][C:14]1[CH:19]=[CH:18][C:17]([CH:20]2[CH2:25][CH2:24][N:23]([C:26]3[C:31]([O:32][CH3:33])=[C:30]([NH:34][NH2:35])[N:29]=[CH:28][N:27]=3)[CH2:22][CH2:21]2)=[CH:16][CH:15]=1.C(=O)(O)[O-].[Na+], predict the reaction product. The product is: [F:13][C:14]1[CH:19]=[CH:18][C:17]([CH:20]2[CH2:25][CH2:24][N:23]([C:26]3[N:27]=[CH:28][N:29]=[C:30]([NH:34][NH:35][C:8](=[O:9])[CH2:7][C:6]([CH3:12])([CH3:11])[CH3:5])[C:31]=3[O:32][CH3:33])[CH2:22][CH2:21]2)=[CH:16][CH:15]=1.